Dataset: Catalyst prediction with 721,799 reactions and 888 catalyst types from USPTO. Task: Predict which catalyst facilitates the given reaction. (1) Reactant: FC(F)(F)C(O)=O.C(OC(=O)[NH:14][C@@H:15]([CH2:29][N:30]1[CH2:35][C:34](=[O:36])[N:33]([C:37]2[CH:42]=[C:41]([F:43])[CH:40]=[CH:39][C:38]=2[CH3:44])[CH2:32][C:31]1([CH3:46])[CH3:45])[C@@H:16]([OH:28])[CH2:17][C@H:18]([C:20](=[O:27])[NH:21][CH:22]1[CH2:26][CH2:25][CH2:24][CH2:23]1)[CH3:19])(C)(C)C.[C:48]([OH:55])(=[O:54])/[CH:49]=[CH:50]/[C:51]([OH:53])=[O:52].[CH:56]1([NH:61][C:62](=[O:88])[C@H:63]([CH3:87])[CH2:64][C@H:65]([OH:86])[C@@H:66]([NH2:85])[CH2:67][N:68]2[CH2:73][C:72](=[O:74])[N:71]([C:75]3[CH:80]=[C:79]([F:81])[CH:78]=[CH:77][C:76]=3[CH3:82])[CH2:70][C:69]2([CH3:84])[CH3:83])[CH2:60][CH2:59][CH2:58][CH2:57]1. Product: [C:48]([OH:55])(=[O:54])/[CH:49]=[CH:50]/[C:51]([OH:53])=[O:52].[CH:22]1([NH:21][C:20](=[O:27])[C@H:18]([CH3:19])[CH2:17][C@H:16]([OH:28])[C@@H:15]([NH2:14])[CH2:29][N:30]2[CH2:35][C:34](=[O:36])[N:33]([C:37]3[CH:42]=[C:41]([F:43])[CH:40]=[CH:39][C:38]=3[CH3:44])[CH2:32][C:31]2([CH3:46])[CH3:45])[CH2:26][CH2:25][CH2:24][CH2:23]1.[NH2:85][C@@H:66]([CH2:67][N:68]1[CH2:73][C:72](=[O:74])[N:71]([C:75]2[CH:80]=[C:79]([F:81])[CH:78]=[CH:77][C:76]=2[CH3:82])[CH2:70][C:69]1([CH3:83])[CH3:84])[C@@H:65]([OH:86])[CH2:64][C@@H:63]([CH3:87])[C:62]([NH:61][CH:56]1[CH2:57][CH2:58][CH2:59][CH2:60]1)=[O:88]. The catalyst class is: 61. (2) Reactant: [N:1]1([C:7]2[C:8]3[N:23]=[C:22]([CH2:24][N:25]4[CH2:28][CH:27]([N:29]5[CH2:34][CH2:33][O:32][CH2:31][CH2:30]5)[CH2:26]4)[S:21][C:9]=3[N:10]=[C:11]([NH:13][C:14]3[C:15]([NH2:20])=[CH:16][CH:17]=[CH:18][CH:19]=3)[N:12]=2)[CH2:6][CH2:5][O:4][CH2:3][CH2:2]1.[F:35][CH:36]([F:42])[C:37](OCC)=O. Product: [F:35][CH:36]([F:42])[C:37]1[N:13]([C:11]2[N:12]=[C:7]([N:1]3[CH2:6][CH2:5][O:4][CH2:3][CH2:2]3)[C:8]3[N:23]=[C:22]([CH2:24][N:25]4[CH2:28][CH:27]([N:29]5[CH2:34][CH2:33][O:32][CH2:31][CH2:30]5)[CH2:26]4)[S:21][C:9]=3[N:10]=2)[C:14]2[CH:19]=[CH:18][CH:17]=[CH:16][C:15]=2[N:20]=1. The catalyst class is: 12.